Task: Regression. Given a peptide amino acid sequence and an MHC pseudo amino acid sequence, predict their binding affinity value. This is MHC class I binding data.. Dataset: Peptide-MHC class I binding affinity with 185,985 pairs from IEDB/IMGT (1) The peptide sequence is KEKDMTKEF. The MHC is HLA-A30:01 with pseudo-sequence HLA-A30:01. The binding affinity (normalized) is 0.0847. (2) The peptide sequence is KIVPLPPMY. The MHC is HLA-A26:01 with pseudo-sequence HLA-A26:01. The binding affinity (normalized) is 0.0847. (3) The peptide sequence is EISSIISLM. The MHC is HLA-A26:01 with pseudo-sequence HLA-A26:01. The binding affinity (normalized) is 0.787. (4) The peptide sequence is ASCMGLIYNR. The MHC is HLA-A33:01 with pseudo-sequence HLA-A33:01. The binding affinity (normalized) is 0.436. (5) The peptide sequence is SQEVKMVAW. The MHC is Mamu-B52 with pseudo-sequence Mamu-B52. The binding affinity (normalized) is 0.316. (6) The peptide sequence is YPFHIFYPV. The MHC is HLA-C14:02 with pseudo-sequence HLA-C14:02. The binding affinity (normalized) is 0.516. (7) The peptide sequence is LIFRGPNV. The MHC is H-2-Kb with pseudo-sequence H-2-Kb. The binding affinity (normalized) is 0.620. (8) The peptide sequence is FLATCVNGV. The MHC is HLA-A02:06 with pseudo-sequence HLA-A02:06. The binding affinity (normalized) is 0.911. (9) The peptide sequence is AEMWAQDAA. The MHC is HLA-A03:01 with pseudo-sequence HLA-A03:01. The binding affinity (normalized) is 0.